Dataset: Tyrosyl-DNA phosphodiesterase HTS with 341,365 compounds. Task: Binary Classification. Given a drug SMILES string, predict its activity (active/inactive) in a high-throughput screening assay against a specified biological target. (1) The drug is s1c(c(n(c2ccc(OC)cc2)c1=S)N)C(=O)NCc1ccc(OC)cc1. The result is 0 (inactive). (2) The molecule is Clc1ccc(P(=O)(C2(CCCC2)C(O)=O)c2ccc(Cl)cc2)cc1. The result is 0 (inactive). (3) The drug is FC(F)(F)c1c(N2C(=O)C3C(NN=C3C(=O)C(c3ccccc3)c3ccccc3)C2=O)cccc1. The result is 0 (inactive). (4) The molecule is Fc1ccc(C2N(C(=O)c3[nH][nH]\c(c23)=C2\C=C(C=CC2=O)C)CCCOC)cc1. The result is 0 (inactive). (5) The drug is Clc1c2c(n(CC)c(=O)c1[N+]([O-])=O)cccc2. The result is 0 (inactive). (6) The molecule is S(=O)(=O)(N1CCCCCC1)c1cc2c(n(cc(c2=O)C(=O)NCc2ccc(cc2)C)CC)cc1. The result is 0 (inactive).